This data is from NCI-60 drug combinations with 297,098 pairs across 59 cell lines. The task is: Regression. Given two drug SMILES strings and cell line genomic features, predict the synergy score measuring deviation from expected non-interaction effect. (1) Drug 1: CN1CCC(CC1)COC2=C(C=C3C(=C2)N=CN=C3NC4=C(C=C(C=C4)Br)F)OC. Drug 2: CC1OCC2C(O1)C(C(C(O2)OC3C4COC(=O)C4C(C5=CC6=C(C=C35)OCO6)C7=CC(=C(C(=C7)OC)O)OC)O)O. Cell line: OVCAR3. Synergy scores: CSS=32.1, Synergy_ZIP=-10.6, Synergy_Bliss=-3.39, Synergy_Loewe=-2.01, Synergy_HSA=-0.0767. (2) Drug 1: C1=CC(=CC=C1CCCC(=O)O)N(CCCl)CCCl. Drug 2: C#CCC(CC1=CN=C2C(=N1)C(=NC(=N2)N)N)C3=CC=C(C=C3)C(=O)NC(CCC(=O)O)C(=O)O. Cell line: SR. Synergy scores: CSS=30.1, Synergy_ZIP=-3.53, Synergy_Bliss=-8.33, Synergy_Loewe=-6.81, Synergy_HSA=-6.14. (3) Drug 1: C1=CC(=C2C(=C1NCCNCCO)C(=O)C3=C(C=CC(=C3C2=O)O)O)NCCNCCO. Drug 2: CC1C(C(CC(O1)OC2CC(CC3=C2C(=C4C(=C3O)C(=O)C5=C(C4=O)C(=CC=C5)OC)O)(C(=O)CO)O)N)O.Cl. Cell line: CCRF-CEM. Synergy scores: CSS=55.4, Synergy_ZIP=-7.71, Synergy_Bliss=-11.8, Synergy_Loewe=-7.03, Synergy_HSA=-4.87. (4) Drug 1: CC1=CC2C(CCC3(C2CCC3(C(=O)C)OC(=O)C)C)C4(C1=CC(=O)CC4)C. Drug 2: CCC1(CC2CC(C3=C(CCN(C2)C1)C4=CC=CC=C4N3)(C5=C(C=C6C(=C5)C78CCN9C7C(C=CC9)(C(C(C8N6C=O)(C(=O)OC)O)OC(=O)C)CC)OC)C(=O)OC)O.OS(=O)(=O)O. Cell line: HCT-15. Synergy scores: CSS=8.27, Synergy_ZIP=1.76, Synergy_Bliss=4.26, Synergy_Loewe=1.90, Synergy_HSA=2.41.